This data is from Forward reaction prediction with 1.9M reactions from USPTO patents (1976-2016). The task is: Predict the product of the given reaction. (1) Given the reactants [OH-].[Li+].[C:3]([O:7][C:8]([NH:10][C@@H:11]1[C:21]2[C:16](=[N:17][CH:18]=[CH:19][CH:20]=2)[C@@H:15]([CH2:22][C:23]([O:25]CC)=[O:24])[CH2:14][CH2:13][C@H:12]1[C:28]1[CH:33]=[CH:32][CH:31]=[C:30]([F:34])[C:29]=1[F:35])=[O:9])([CH3:6])([CH3:5])[CH3:4], predict the reaction product. The product is: [C:3]([O:7][C:8]([NH:10][C@@H:11]1[C:21]2[C:16](=[N:17][CH:18]=[CH:19][CH:20]=2)[C@@H:15]([CH2:22][C:23]([OH:25])=[O:24])[CH2:14][CH2:13][C@H:12]1[C:28]1[CH:33]=[CH:32][CH:31]=[C:30]([F:34])[C:29]=1[F:35])=[O:9])([CH3:6])([CH3:4])[CH3:5]. (2) Given the reactants [Cl:1][C:2]1[CH:7]=[CH:6][C:5]([S:8]([C:11]2[C:19]3[C:14](=[CH:15][CH:16]=[C:17](C)[CH:18]=3)[N:13]([CH2:21][C:22]([OH:24])=[O:23])[C:12]=2[CH3:25])(=[O:10])=[O:9])=[CH:4][CH:3]=1.C(OC(=O)CN1C2C(=CC(C)=CC=2)C(S(C2C=CC([Cl:50])=CC=2)(=O)=O)=C1C)C, predict the reaction product. The product is: [Cl:50][C:16]1[CH:15]=[C:14]2[C:19]([C:11]([S:8]([C:5]3[CH:4]=[CH:3][C:2]([Cl:1])=[CH:7][CH:6]=3)(=[O:10])=[O:9])=[C:12]([CH3:25])[N:13]2[CH2:21][C:22]([OH:24])=[O:23])=[CH:18][CH:17]=1. (3) Given the reactants B(Br)(Br)Br.C[O:6][C:7]1[C:15]2[C:11](=[CH:12][O:13][N:14]=2)[CH:10]=[CH:9][CH:8]=1.O.C(=O)([O-])[O-].[Na+].[Na+], predict the reaction product. The product is: [N:14]1[O:13][CH:12]=[C:11]2[CH:10]=[CH:9][CH:8]=[C:7]([OH:6])[C:15]=12. (4) Given the reactants [C:1]([O:10][CH2:11][CH3:12])(=[O:9])/[CH:2]=[CH:3]/[C:4]([O:6][CH2:7][CH3:8])=[O:5].[C:13]([O:20][CH:21]([CH3:23])[CH3:22])(=[O:19])/[CH:14]=[CH:15]/[C:16]([O-:18])=[O:17].[C:24]([O:34][CH:35]([CH3:37])[CH3:36])(=[O:33])[CH:25]=[CH:26][C:27]1[CH:32]=[CH:31][CH:30]=[CH:29][CH:28]=1.C(OOC(C)(C)C)(=O)C(C)(C)C, predict the reaction product. The product is: [C:4]([O:6][CH2:7][CH3:8])(=[O:5])/[CH:3]=[CH:2]/[C:1]([O:10][CH2:11][CH3:12])=[O:9].[C:13]([O:20][CH:21]([CH3:23])[CH3:22])(=[O:19])/[CH:14]=[CH:15]/[C:16]([O-:18])=[O:17].[C:24]([O:34][CH:35]([CH3:37])[CH3:36])(=[O:33])[CH:25]=[CH:26][C:27]1[CH:28]=[CH:29][CH:30]=[CH:31][CH:32]=1. (5) Given the reactants I[C:2]1[CH:7]=[CH:6][N:5]=[C:4]([O:8][C@H:9]2[CH2:14][N:13]([C:15]([O:17][C:18]([CH3:21])([CH3:20])[CH3:19])=[O:16])[C@H:12]([CH3:22])[CH2:11][CH2:10]2)[C:3]=1[O:23][CH3:24].C([Sn]([C:38]#[N:39])(CCCC)CCCC)CCC.N#N.[F-].[K+], predict the reaction product. The product is: [C:38]([C:2]1[CH:7]=[CH:6][N:5]=[C:4]([O:8][C@H:9]2[CH2:14][N:13]([C:15]([O:17][C:18]([CH3:21])([CH3:20])[CH3:19])=[O:16])[C@H:12]([CH3:22])[CH2:11][CH2:10]2)[C:3]=1[O:23][CH3:24])#[N:39]. (6) The product is: [F:3][C:4]1[CH:9]=[CH:8][C:7]([CH:10]([N:13]2[CH2:14][CH2:15][N:16]([C:22]3[C:23]4[CH2:28][CH2:27][CH2:26][NH:25][C:24]=4[N:19]=[CH:20][N:21]=3)[CH2:17][CH2:18]2)[CH2:11][NH2:12])=[CH:6][CH:5]=1. Given the reactants Cl.Cl.[F:3][C:4]1[CH:9]=[CH:8][C:7]([CH:10]([N:13]2[CH2:18][CH2:17][NH:16][CH2:15][CH2:14]2)[CH2:11][NH2:12])=[CH:6][CH:5]=1.[N:19]1[C:24]2[NH:25][CH2:26][CH2:27][CH2:28][C:23]=2[C:22](N2CCC(C(C3C=CC(C(F)(F)F)=CC=3)CN)CC2)=[N:21][CH:20]=1, predict the reaction product.